This data is from Forward reaction prediction with 1.9M reactions from USPTO patents (1976-2016). The task is: Predict the product of the given reaction. The product is: [CH3:13][O:14][C:15](=[O:37])[CH2:16][C:17]1[CH:18]=[C:19]([C:25]2[CH:30]=[CH:29][C:28]([C:31]([F:33])([F:34])[F:32])=[CH:27][C:26]=2[CH2:35][NH:5][CH2:4][C:3]([F:7])([F:6])[F:2])[C:20]([O:23][CH3:24])=[CH:21][CH:22]=1. Given the reactants Cl.[F:2][C:3]([F:7])([F:6])[CH2:4][NH2:5].C([O-])(=O)C.[Na+].[CH3:13][O:14][C:15](=[O:37])[CH2:16][C:17]1[CH:18]=[C:19]([C:25]2[CH:30]=[CH:29][C:28]([C:31]([F:34])([F:33])[F:32])=[CH:27][C:26]=2[CH:35]=O)[C:20]([O:23][CH3:24])=[CH:21][CH:22]=1.C([BH3-])#N.[Na+], predict the reaction product.